From a dataset of Catalyst prediction with 721,799 reactions and 888 catalyst types from USPTO. Predict which catalyst facilitates the given reaction. (1) Reactant: P(Cl)(Cl)(Cl)=O.CN([CH:9]=[O:10])C.[OH:11][C:12]1[CH:13]=[C:14]([N:18]([CH2:25][CH2:26][C:27]([O:29][CH3:30])=[O:28])[CH2:19][CH2:20][C:21]([O:23][CH3:24])=[O:22])[CH:15]=[CH:16][CH:17]=1.O. Product: [CH:9]([C:17]1[CH:16]=[CH:15][C:14]([N:18]([CH2:19][CH2:20][C:21]([O:23][CH3:24])=[O:22])[CH2:25][CH2:26][C:27]([O:29][CH3:30])=[O:28])=[CH:13][C:12]=1[OH:11])=[O:10]. The catalyst class is: 25. (2) Reactant: [CH3:1][O:2][C:3]1[CH:8]=[CH:7][CH:6]=[CH:5][C:4]=1[C:9]1[NH:10][C:11]2[C:16]([CH:17]=1)=[CH:15][C:14]([CH:18]1[CH2:23][CH2:22][NH:21][CH2:20][CH2:19]1)=[CH:13][CH:12]=2.O=[C:25]1[CH2:29][CH2:28][N:27](C(OC(C)(C)C)=O)[CH2:26]1.[Na].C(O)(=O)C. Product: [CH3:1][O:2][C:3]1[CH:8]=[CH:7][CH:6]=[CH:5][C:4]=1[C:9]1[NH:10][C:11]2[C:16]([CH:17]=1)=[CH:15][C:14]([CH:18]1[CH2:23][CH2:22][N:21]([CH:25]3[CH2:29][CH2:28][NH:27][CH2:26]3)[CH2:20][CH2:19]1)=[CH:13][CH:12]=2. The catalyst class is: 4. (3) Product: [F:5][C:6]1[C:15]2[C:10](=[CH:11][C:12]([C:16]([OH:18])=[O:17])=[CH:13][CH:14]=2)[C:9]([C:20]2[C:25]([OH:26])=[CH:24][CH:23]=[CH:22][C:21]=2[F:28])=[N:8][CH:7]=1. The catalyst class is: 6. Reactant: B(Br)(Br)Br.[F:5][C:6]1[C:15]2[C:10](=[CH:11][C:12]([C:16]([O:18]C)=[O:17])=[CH:13][CH:14]=2)[C:9]([C:20]2[C:25]([O:26]C)=[CH:24][CH:23]=[CH:22][C:21]=2[F:28])=[N:8][CH:7]=1.ClCCl. (4) Reactant: [Br:1][C:2]1[CH:3]=[CH:4][C:5]([CH2:8]Cl)=[N:6][CH:7]=1.[CH3:10][S-:11].[Na+]. Product: [Br:1][C:2]1[CH:3]=[CH:4][C:5]([CH2:8][S:11][CH3:10])=[N:6][CH:7]=1. The catalyst class is: 3. (5) Reactant: [Cl:1][C:2]1[N:3]=[C:4]([N:13]2[CH2:18][CH2:17][O:16][CH2:15][CH2:14]2)[C:5]2[S:10][C:9]([CH:11]=O)=[CH:8][C:6]=2[N:7]=1.[CH3:19][NH2:20].[BH4-].[Na+]. The catalyst class is: 5. Product: [Cl:1][C:2]1[N:3]=[C:4]([N:13]2[CH2:18][CH2:17][O:16][CH2:15][CH2:14]2)[C:5]2[S:10][C:9]([CH2:11][NH:20][CH3:19])=[CH:8][C:6]=2[N:7]=1. (6) Reactant: N1CCCCC1.C(O)(=O)C.[OH:11][C:12]1[CH:19]=[CH:18][C:15]([CH:16]=O)=[CH:14][CH:13]=1.[C:20]([O:28][CH2:29][CH3:30])(=[O:27])[CH2:21][C:22]([O:24][CH2:25][CH3:26])=[O:23]. Product: [OH:11][C:12]1[CH:19]=[CH:18][C:15]([CH:16]=[C:21]([C:22]([O:24][CH2:25][CH3:26])=[O:23])[C:20]([O:28][CH2:29][CH3:30])=[O:27])=[CH:14][CH:13]=1. The catalyst class is: 11. (7) Reactant: [CH3:1][O:2][C:3]1[CH:4]=[C:5]([CH:11]([C:13]2[C:14]([S:26]([CH3:29])(=[O:28])=[O:27])=[C:15]([NH2:25])[CH:16]=[C:17]([N:19]3[CH2:24][CH2:23][NH:22][CH2:21][CH2:20]3)[CH:18]=2)[CH3:12])[CH:6]=[C:7]([O:9][CH3:10])[CH:8]=1.[ClH:30]. Product: [ClH:30].[CH3:1][O:2][C:3]1[CH:4]=[C:5]([CH:11]([C:13]2[C:14]([S:26]([CH3:29])(=[O:27])=[O:28])=[C:15]([NH2:25])[CH:16]=[C:17]([N:19]3[CH2:20][CH2:21][NH:22][CH2:23][CH2:24]3)[CH:18]=2)[CH3:12])[CH:6]=[C:7]([O:9][CH3:10])[CH:8]=1. The catalyst class is: 268. (8) Reactant: C[Si]([C:5]#[C:6][C:7]1[CH:8]=[CH:9][C:10]([NH2:13])=[N:11][CH:12]=1)(C)C.C([O-])([O-])=O.[K+].[K+]. Product: [C:6]([C:7]1[CH:8]=[CH:9][C:10]([NH2:13])=[N:11][CH:12]=1)#[CH:5]. The catalyst class is: 36. (9) Product: [F:53][C:50]([F:51])([F:52])[CH2:49][O:48][C:45]1[CH:46]=[CH:47][C:42]([C:41]([NH:40][CH2:39][CH2:38][NH:37][C:10]([C:3]2[C:4]3[C:9](=[CH:8][CH:7]=[CH:6][CH:5]=3)[NH:1][CH:2]=2)=[O:12])=[O:54])=[CH:43][N:44]=1. The catalyst class is: 31. Reactant: [NH:1]1[C:9]2[C:4](=[CH:5][CH:6]=[CH:7][CH:8]=2)[C:3]([C:10]([OH:12])=O)=[CH:2]1.CCN=C=NCCCN(C)C.Cl.C1C=CC2N(O)N=NC=2C=1.O.Cl.[NH2:37][CH2:38][CH2:39][NH:40][C:41](=[O:54])[C:42]1[CH:47]=[CH:46][C:45]([O:48][CH2:49][C:50]([F:53])([F:52])[F:51])=[N:44][CH:43]=1.CCN(C(C)C)C(C)C.